From a dataset of Full USPTO retrosynthesis dataset with 1.9M reactions from patents (1976-2016). Predict the reactants needed to synthesize the given product. (1) Given the product [CH3:43][C:42]([CH3:45])([CH3:44])[C:41]([NH:1][CH2:2][CH:3]([CH:5]([NH:27][C:28](=[O:34])[O:29][C:30]([CH3:32])([CH3:31])[CH3:33])[CH2:6][CH:7]([CH2:11][C:12]1[CH:13]=[C:14]2[C:18](=[CH:19][CH:20]=1)[N:17]([CH3:21])[CH:16]=[C:15]2[CH2:22][CH2:23][CH2:24][O:25][CH3:26])[CH:8]([CH3:9])[CH3:10])[OH:4])=[O:46], predict the reactants needed to synthesize it. The reactants are: [NH2:1][CH2:2][CH:3]([CH:5]([NH:27][C:28](=[O:34])[O:29][C:30]([CH3:33])([CH3:32])[CH3:31])[CH2:6][CH:7]([CH2:11][C:12]1[CH:13]=[C:14]2[C:18](=[CH:19][CH:20]=1)[N:17]([CH3:21])[CH:16]=[C:15]2[CH2:22][CH2:23][CH2:24][O:25][CH3:26])[CH:8]([CH3:10])[CH3:9])[OH:4].C(=O)([O-])[O-].[Na+].[Na+].[C:41](Cl)(=[O:46])[C:42]([CH3:45])([CH3:44])[CH3:43].O. (2) Given the product [O:8]=[C:7]1[CH2:3][CH:4]=[CH:5][N:6]1[C:9]([NH2:11])=[O:10], predict the reactants needed to synthesize it. The reactants are: CC[C:3]1[C:7](=[O:8])[N:6]([C:9]([NH:11]CCC2C=CC(S(NC(N[C@@H]3CC[C@@H](C)CC3)=O)(=O)=O)=CC=2)=[O:10])[CH2:5][C:4]=1C. (3) Given the product [CH3:46][O:45][C:43](=[O:44])[C:42]1[CH:47]=[C:38]([C:15]2[CH:16]=[C:17]3[C:9]([C:4]4[CH:5]=[CH:6][CH:7]=[CH:8][C:3]=4[O:2][CH3:1])=[CH:10][N:11]([S:27]([C:30]4[C:31]([CH3:32])=[CH:36][CH:33]=[CH:34][CH:35]=4)(=[O:29])=[O:28])[C:12]3=[N:13][CH:14]=2)[CH:39]=[CH:40][C:41]=1[OH:48], predict the reactants needed to synthesize it. The reactants are: [CH3:1][O:2][C:3]1[CH:8]=[CH:7][CH:6]=[CH:5][C:4]=1[C:9]1[C:17]2[C:12](=[N:13][CH:14]=[C:15](B3OC(C)(C)C(C)(C)O3)[CH:16]=2)[N:11]([S:27]([C:30]2[CH:35]=[CH:34][C:33]([CH3:36])=[CH:32][CH:31]=2)(=[O:29])=[O:28])[CH:10]=1.Br[C:38]1[CH:47]=[C:42]([C:43]([O:45][CH3:46])=[O:44])[C:41]([OH:48])=[CH:40][CH:39]=1.ClCCl. (4) Given the product [Cl:1][C:2]1[C:3]([C:8]2[CH:16]=[CH:15][C:11]([C:12]3[NH:26][C:21]4[CH:20]=[C:19]([C:18]([F:17])([F:27])[F:28])[CH:24]=[CH:23][C:22]=4[N:25]=3)=[CH:10][CH:9]=2)=[N:4][CH:5]=[CH:6][CH:7]=1, predict the reactants needed to synthesize it. The reactants are: [Cl:1][C:2]1[C:3]([C:8]2[CH:16]=[CH:15][C:11]([C:12](O)=O)=[CH:10][CH:9]=2)=[N:4][CH:5]=[CH:6][CH:7]=1.[F:17][C:18]([F:28])([F:27])[C:19]1[CH:20]=[C:21]([NH2:26])[C:22]([NH2:25])=[CH:23][CH:24]=1.O.Cl. (5) Given the product [CH3:32][N:33]([CH2:34][CH2:35][C:36]1[CH:41]=[CH:40][C:39]([N+:42]([O-:44])=[O:43])=[CH:38][CH:37]=1)[CH2:46][CH2:47][O:48][C:49]1[CH:50]=[CH:51][C:52]([N+:55]([O-:57])=[O:56])=[CH:53][CH:54]=1, predict the reactants needed to synthesize it. The reactants are: [Se].CN(CCOC1C=CC(NS(C)(=O)=O)=CC=1)CCC1C=CC(NS(C)(=O)=O)=CC=1.Cl.[CH3:32][NH:33][CH2:34][CH2:35][C:36]1[CH:41]=[CH:40][C:39]([N+:42]([O-:44])=[O:43])=[CH:38][CH:37]=1.Cl[CH2:46][CH2:47][O:48][C:49]1[CH:54]=[CH:53][C:52]([N+:55]([O-:57])=[O:56])=[CH:51][CH:50]=1.C(=O)([O-])[O-].[K+].[K+].[I-].[K+]. (6) Given the product [CH:2]([C:3]1[CH:4]=[C:5]([N:9]2[CH2:18][C@H:17]3[N:13]([CH2:14][CH2:15][CH2:16]3)[C:12]3[N:19]=[C:20]([S:23][CH3:24])[N:21]=[CH:22][C:11]=3[C:10]2=[O:25])[CH:6]=[CH:7][CH:8]=1)=[O:1], predict the reactants needed to synthesize it. The reactants are: [OH:1][CH2:2][C:3]1[CH:4]=[C:5]([N:9]2[CH2:18][C@H:17]3[N:13]([CH2:14][CH2:15][CH2:16]3)[C:12]3[N:19]=[C:20]([S:23][CH3:24])[N:21]=[CH:22][C:11]=3[C:10]2=[O:25])[CH:6]=[CH:7][CH:8]=1. (7) Given the product [Cl:38][C:37]1[CH:13]=[N:1][C:10]2[C:5]([C:4]=1[CH:3]([OH:11])[CH2:2][O:12][S:31]([C:28]1[CH:29]=[CH:30][C:25]([CH3:35])=[CH:26][CH:27]=1)(=[O:33])=[O:32])=[CH:6][C:7]([O:23][CH3:22])=[CH:8][CH:9]=2, predict the reactants needed to synthesize it. The reactants are: [N:1]1[C:10]2[C:5](=[CH:6][CH:7]=[CH:8][CH:9]=2)[CH:4]=[C:3]([OH:11])[C:2]=1[OH:12].[CH2:13](N(CC)CC)C.C1C[O:23][CH2:22]C1.[C:25]1([CH3:35])[CH:30]=[CH:29][C:28]([S:31](Cl)(=[O:33])=[O:32])=[CH:27][CH:26]=1.Cl[CH2:37][Cl:38].